From a dataset of Human liver microsome stability data. Regression/Classification. Given a drug SMILES string, predict its absorption, distribution, metabolism, or excretion properties. Task type varies by dataset: regression for continuous measurements (e.g., permeability, clearance, half-life) or binary classification for categorical outcomes (e.g., BBB penetration, CYP inhibition). Dataset: hlm. (1) The compound is COC(=O)Nc1ccc2c(c1)sc1cc(S(=O)(=O)N[C@H](C(=O)O)C(C)C)ccc12. The result is 0 (unstable in human liver microsomes). (2) The molecule is Cc1ccc(S(=O)(=O)Nc2ccc(Oc3ccccc3)cc2C(=O)O)cc1. The result is 1 (stable in human liver microsomes). (3) The molecule is ON=C(NC1CCCCC1)c1cc(F)cc(F)c1. The result is 0 (unstable in human liver microsomes). (4) The molecule is CCOCCCN1C(=O)C(C)(c2cc(F)cc(F)c2)Oc2ccc(-c3c(N)nc(N)nc3CC)cc21. The result is 0 (unstable in human liver microsomes). (5) The molecule is COc1ccccc1-c1ccc2cnc(Nc3ccc(N4CCN(C)CC4)cc3)nn12. The result is 0 (unstable in human liver microsomes). (6) The drug is COc1cc(-c2cncc(-c3ccc(C4=CCNCC4)cc3)c2C)cc(OC)c1OC. The result is 0 (unstable in human liver microsomes). (7) The molecule is CC(C)OC(=O)C1=CN(C(=O)c2ccc(OCCN3CCN(C)CC3)cc2)CC(C)(C)c2c1[nH]c1ccccc21. The result is 1 (stable in human liver microsomes). (8) The molecule is C=C[C@@H]1C[C@]1(NC(=O)[C@@H]1C[C@]2(OC)CN1C(=O)[C@H](C(C)(C)C)NC(=O)OCCCCCCCCc1cc3cc2ccc3cc1OC)C(=O)NS(=O)(=O)C1CC1. The result is 0 (unstable in human liver microsomes).